Dataset: M1 muscarinic receptor agonist screen with 61,833 compounds. Task: Binary Classification. Given a drug SMILES string, predict its activity (active/inactive) in a high-throughput screening assay against a specified biological target. (1) The molecule is S1(=O)(=O)CC(NCc2occc2)C(O)C1. The result is 0 (inactive). (2) The compound is Brc1c(nn(CC)c1)C(=O)Nc1c(n(nc1C(OCC)=O)c1ccccc1)C#N. The result is 0 (inactive). (3) The compound is O=C(N1CCc2c(C1)cccc2)c1nn(c(=O)c2c1cccc2)CC. The result is 0 (inactive).